This data is from CYP2C9 substrate classification data from Carbon-Mangels et al.. The task is: Regression/Classification. Given a drug SMILES string, predict its absorption, distribution, metabolism, or excretion properties. Task type varies by dataset: regression for continuous measurements (e.g., permeability, clearance, half-life) or binary classification for categorical outcomes (e.g., BBB penetration, CYP inhibition). Dataset: cyp2c9_substrate_carbonmangels. (1) The drug is CC[C@@H]1NC(=O)[C@@H](NC(=O)c2ncccc2O)[C@@H](C)OC(=O)[C@H](c2ccccc2)NC(=O)[C@@H]2CC(=O)[C@H](CS[C@@H]3CN4CCC3CC4)CN2C(=O)[C@H](Cc2ccc(N(C)C)cc2)N(C)C(=O)[C@@H]2CCCN2C1=O. The result is 0 (non-substrate). (2) The compound is O=NN(CCCl)C(=O)NC1CCCCC1. The result is 0 (non-substrate). (3) The result is 1 (substrate). The compound is Cc1cc(NS(=O)(=O)c2ccc(N)cc2)no1. (4) The drug is CNC(=O)O/N=C(\C)SC. The result is 0 (non-substrate). (5) The drug is Cc1onc(-c2c(F)cccc2Cl)c1C(=O)N[C@@H]1C(=O)N2[C@@H](C(=O)O)C(C)(C)S[C@H]12. The result is 0 (non-substrate).